From a dataset of Reaction yield outcomes from USPTO patents with 853,638 reactions. Predict the reaction yield, written as a fraction of the theoretical maximum amount of product (1.0 means a 100% yield; for example, 0.34 means a 34% yield). (1) The catalyst is O.C1(C)C=CC=CC=1. The yield is 0.610. The reactants are [F:1][C:2]1[CH:3]=[C:4](/[CH:11]=[CH:12]/[C:13]([O:15][CH3:16])=[O:14])[CH:5]=[C:6]([F:10])[C:7]=1[CH:8]=O.[NH:17]1[C:25]2[C:20](=[CH:21][CH:22]=[CH:23][CH:24]=2)[C:19]([CH2:26][C@H:27]([NH:29][CH2:30][C:31]([F:34])([CH3:33])[CH3:32])[CH3:28])=[CH:18]1.C(O)(=O)C.C(=O)([O-])[O-].[K+].[K+]. The product is [F:1][C:2]1[CH:3]=[C:4](/[CH:11]=[CH:12]/[C:13]([O:15][CH3:16])=[O:14])[CH:5]=[C:6]([F:10])[C:7]=1[C@@H:8]1[C:18]2[NH:17][C:25]3[C:20]([C:19]=2[CH2:26][C@@H:27]([CH3:28])[N:29]1[CH2:30][C:31]([F:34])([CH3:33])[CH3:32])=[CH:21][CH:22]=[CH:23][CH:24]=3. (2) The reactants are [NH2:1][C:2]1[O:6][C:5]([C:7]2[CH:8]=[CH:9][C:10]([F:15])=[C:11]([CH:14]=2)[C:12]#[N:13])=[N:4][N:3]=1.[F:16][C:17]1[CH:18]=[C:19]([CH:24]=[CH:25][CH:26]=1)[CH2:20][N:21]=[C:22]=[O:23].O. The catalyst is CN(C=O)C. The product is [C:12]([C:11]1[CH:14]=[C:7]([C:5]2[O:6][C:2]([NH:1][C:22]([NH:21][CH2:20][C:19]3[CH:24]=[CH:25][CH:26]=[C:17]([F:16])[CH:18]=3)=[O:23])=[N:3][N:4]=2)[CH:8]=[CH:9][C:10]=1[F:15])#[N:13]. The yield is 0.190. (3) The reactants are [CH3:1][O:2][C:3](=[O:19])[C:4]1[CH:9]=[C:8]([NH2:10])[CH:7]=[C:6]([C:11]2[CH:16]=[CH:15][C:14]([CH3:17])=[CH:13][N:12]=2)[C:5]=1[F:18].[C:20](Cl)(=[O:24])[CH:21]([CH3:23])[CH3:22].C(N(CC)CC)C. The catalyst is C(Cl)Cl. The product is [CH3:1][O:2][C:3](=[O:19])[C:4]1[CH:9]=[C:8]([NH:10][C:20](=[O:24])[CH:21]([CH3:23])[CH3:22])[CH:7]=[C:6]([C:11]2[CH:16]=[CH:15][C:14]([CH3:17])=[CH:13][N:12]=2)[C:5]=1[F:18]. The yield is 0.990. (4) The reactants are C(OC(=O)[NH:7][CH2:8][CH2:9][C:10]1[C:18]2[C:13](=[CH:14][CH:15]=[CH:16][CH:17]=2)[N:12]([CH3:19])[CH:11]=1)(C)(C)C.C(O)(C(F)(F)F)=O. The catalyst is C(Cl)Cl. The product is [CH3:19][N:12]1[C:13]2[C:18](=[CH:17][CH:16]=[CH:15][CH:14]=2)[C:10]([CH2:9][CH2:8][NH2:7])=[CH:11]1. The yield is 0.850.